From a dataset of Experimentally validated miRNA-target interactions with 360,000+ pairs, plus equal number of negative samples. Binary Classification. Given a miRNA mature sequence and a target amino acid sequence, predict their likelihood of interaction. (1) The miRNA is hsa-miR-4801 with sequence UACACAAGAAAACCAAGGCUCA. The protein sequence of the target gene is MRSLPFFCRGQVVRGFGRGSKQLGIPTANFPEQVVDNLPADVSTGIYYGWASVGSGDVHKMVVSIGWNPYYKNVKKSMETHIIHTFKEDFYGEILNVAIVGYLRPEKNFDSLESLISAIQGDIEEAKKQLDLPEHLKLKDDNFFQVSKGKIMNGH. Result: 0 (no interaction). (2) The miRNA is bta-miR-223 with sequence UGUCAGUUUGUCAAAUACCCCA. The protein sequence of the target gene is MCGNNMSAPMPAVVPAARKATAAVIFLHGLGDTGHGWAEAFAGIKSPHIKYICPHAPVMPVTLNMNMAMPSWFDIVGLSPDSQEDESGIKQAAETVKALIDQEVKNGIPSNRIILGGFSQGGALSLYTALTTQQKLAGVTALSCWLPLRASFSQGPINSANRDISVLQCHGDCDPLVPLMFGSLTVERLKALINPANVTFKIYEGMMHSSCQQEMMDVKHFIDKLLPPID. Result: 0 (no interaction). (3) The miRNA is hsa-miR-4695-3p with sequence UGAUCUCACCGCUGCCUCCUUC. The protein sequence of the target gene is MAGAGERKGKKDDNGIGTAIDFVLSNARLVLGVGGAAMLGIATLAVKRMYDRAISAPTSPTRLSHSGKRSWEEPNWMGSPRLLNRDMKTGLSRSLQTLPTDSSTFDTDTFCPPRPKPVARKGQVDLKKSRLRMSLQEKLLTYYRNRAAIPAGEQARAKQAAVDICAELRSFLRAKLPDMPLRDMYLSGSLYDDLQVVTADHIQLIVPLVLEQNLWSCIPGEDTIMNVPGFFLVRRENPEYFPRGSSYWDRCVVGGYLSPKTVADTFEKVVAGSINWPAIGSLLDYVIRPAPPPEALTLEV.... Result: 1 (interaction). (4) The miRNA is hsa-miR-555 with sequence AGGGUAAGCUGAACCUCUGAU. The protein sequence of the target gene is MAAHGGSAASSALKGLIQQFTTITGASESVGKHMLEACNNNLEMAVTMFLDGGGIAEEPSTSSASVSTVRPHTEEEVRAPIPQKQEILVEPEPLFGAPKRRRPARSIFDGFRDFQTETIRQEQELRNGGAIDKKLTTLADLFRPPIDLMHKGSFETAKECGQMQNKWLMINIQNVQDFACQCLNRDVWSNEAVKNIIREHFIFWQVYHDSEEGQRYIQFYKLGDFPYVSILDPRTGQKLVEWHQLDVSSFLDQVTGFLGEHGQLDGLSSSPPKKCARSESLIDASEDSQLEAAIRASLQE.... Result: 1 (interaction). (5) The miRNA is mmu-miR-467e-5p with sequence AUAAGUGUGAGCAUGUAUAUGU. The protein sequence of the target gene is MATAAGATYFQRGSLFWFTVITLSFGYYTWVVFWPQSIPYQNLGPLGPFTQYLVDHHHTLLCNGYWLAWLIHVGESLYAIVLCKHKGITSGRAQLLWFLQTFFFGIASLTILIAYKRKRQKQT. Result: 0 (no interaction). (6) The protein sequence of the target gene is MLSWRLQTGPEKAELQELNARLYDYVCRVRELERENLLLEEELRGRRGREGLWAEGQARCAEEARSLRQQLDELSWATALAEGERDALRRELRELQRLDAEERAARGRLDAELGAQQRELQEALGARAALEALLGRLQAERRGLDAAHERDVRELRARAASLTMHFRARATGPAAPPPRLREVHDSYALLVAESWRETVQLYEDEVRELEEALRRGQESRLQAEEETRLCAQEAEALRREALGLEQLRARLEDALLRMREEYGIQAEERQRAIDCLEDEKATLTLAMADWLRDYQDLLQV.... Result: 1 (interaction). The miRNA is hsa-miR-320d with sequence AAAAGCUGGGUUGAGAGGA.